The task is: Predict the product of the given reaction.. This data is from Forward reaction prediction with 1.9M reactions from USPTO patents (1976-2016). (1) Given the reactants [CH2:1]([O:3][C:4]1[CH:16]=[CH:15][C:7]2[C:8]([CH3:14])=[C:9]([C:11]([OH:13])=O)[O:10][C:6]=2[C:5]=1[O:17][CH2:18][CH3:19])[CH3:2].[CH2:20]([O:22][C:23]([N:25]1[CH2:29][CH2:28][CH:27]([O:30][C:31]2[CH:36]=[CH:35][C:34]([NH2:37])=[CH:33][CH:32]=2)[CH2:26]1)=[O:24])[CH3:21], predict the reaction product. The product is: [CH2:20]([O:22][C:23]([N:25]1[CH2:29][CH2:28][CH:27]([O:30][C:31]2[CH:32]=[CH:33][C:34]([NH:37][C:11]([C:9]3[O:10][C:6]4[C:5]([O:17][CH2:18][CH3:19])=[C:4]([O:3][CH2:1][CH3:2])[CH:16]=[CH:15][C:7]=4[C:8]=3[CH3:14])=[O:13])=[CH:35][CH:36]=2)[CH2:26]1)=[O:24])[CH3:21]. (2) Given the reactants [NH2:1][C:2]1[CH:24]=[CH:23][C:5]([O:6][CH2:7][CH2:8][C:9]2[N:14]=[C:13]([NH:15][C:16](=[O:22])[O:17][C:18]([CH3:21])([CH3:20])[CH3:19])[CH:12]=[CH:11][CH:10]=2)=[CH:4][CH:3]=1.[CH3:25][C:26]1[CH:31]=[CH:30][C:29]([C:32]2[C:33]([C:39](O)=[O:40])=[CH:34][CH:35]=[CH:36][C:37]=2[CH3:38])=[CH:28][CH:27]=1.ON1C2C=CC=CC=2N=N1.Cl.CN(C)CCCN=C=NCC, predict the reaction product. The product is: [CH3:25][C:26]1[CH:31]=[CH:30][C:29]([C:32]2[C:37]([CH3:38])=[CH:36][CH:35]=[CH:34][C:33]=2[C:39]([NH:1][C:2]2[CH:3]=[CH:4][C:5]([O:6][CH2:7][CH2:8][C:9]3[N:14]=[C:13]([NH:15][C:16](=[O:22])[O:17][C:18]([CH3:21])([CH3:19])[CH3:20])[CH:12]=[CH:11][CH:10]=3)=[CH:23][CH:24]=2)=[O:40])=[CH:28][CH:27]=1.